This data is from Forward reaction prediction with 1.9M reactions from USPTO patents (1976-2016). The task is: Predict the product of the given reaction. (1) Given the reactants [CH2:1]([O:8][C:9]1[C:10]([C:22]([O:24][CH3:25])=[O:23])=[N:11][N:12]([CH2:18][C:19](=O)[CH3:20])[C:13]=1[C:14](OC)=[O:15])[C:2]1[CH:7]=[CH:6][CH:5]=[CH:4][CH:3]=1.[CH3:26][NH2:27].C(O[BH-](OC(=O)C)OC(=O)C)(=O)C.[Na+].CC(O)=O, predict the reaction product. The product is: [CH2:1]([O:8][C:9]1[C:10]([C:22]([O:24][CH3:25])=[O:23])=[N:11][N:12]2[CH2:18][CH:19]([CH3:20])[N:27]([CH3:26])[C:14](=[O:15])[C:13]=12)[C:2]1[CH:7]=[CH:6][CH:5]=[CH:4][CH:3]=1. (2) Given the reactants [C:1]([O-:5])(=[O:4])[CH:2]=[CH2:3].[Na+].[C:7]([NH:12][C:13]1[CH:14]=[C:15]([OH:22])[C:16](=[CH:20][CH:21]=1)[C:17]([OH:19])=[O:18])(=[O:11])[C:8]([CH3:10])=[CH2:9].[Na], predict the reaction product. The product is: [C:1]([O:5][CH3:7])(=[O:4])[CH:2]=[CH2:3].[C:17]([OH:19])(=[O:18])[CH:16]=[CH2:15].[C:7]([NH:12][C:13]1[CH:14]=[C:15]([OH:22])[C:16](=[CH:20][CH:21]=1)[C:17]([OH:19])=[O:18])(=[O:11])[C:8]([CH3:10])=[CH2:9]. (3) Given the reactants [CH:1]1[C:14]2[C:5](=[N:6][CH:7]=[C:8]3[C:13]=2[CH:12]=[CH:11][CH:10]=[CH:9]3)[CH:4]=[CH:3][CH:2]=1.[Br:15][C:16]1[CH:24]=[CH:23][C:22]([O:25][CH3:26])=[CH:21][C:17]=1[C:18](Cl)=[O:19].[NH:27]1[C:35]2[C:30](=[CH:31][CH:32]=[CH:33][CH:34]=2)[CH:29]=[CH:28]1, predict the reaction product. The product is: [Br:15][C:16]1[CH:24]=[CH:23][C:22]([O:25][CH3:26])=[CH:21][C:17]=1[C:18]([N:6]1[CH:7]([C:29]2[C:30]3[C:35](=[CH:34][CH:33]=[CH:32][CH:31]=3)[NH:27][CH:28]=2)[C:8]2[C:13](=[CH:12][CH:11]=[CH:10][CH:9]=2)[C:14]2[CH:1]=[CH:2][CH:3]=[CH:4][C:5]1=2)=[O:19].